Dataset: Catalyst prediction with 721,799 reactions and 888 catalyst types from USPTO. Task: Predict which catalyst facilitates the given reaction. (1) Reactant: C[O:2][C:3]1[N:4]([CH2:18][CH:19]2[CH2:24][CH2:23][N:22]([CH2:25][CH2:26][O:27][C:28]3[CH:33]=[CH:32][CH:31]=[C:30]([CH2:34][C:35]([O:37][CH3:38])=[O:36])[CH:29]=3)[CH2:21][CH2:20]2)[C:5]2[C:10]([N:11]=1)=[C:9]([NH2:12])[N:8]=[C:7]([O:13][CH2:14][CH2:15][O:16][CH3:17])[N:6]=2.S(=O)(=O)(O)O.C(=O)(O)[O-].[Na+]. Product: [CH3:38][O:37][C:35]([CH2:34][C:30]1[CH:29]=[C:28]([CH:33]=[CH:32][CH:31]=1)[O:27][CH2:26][CH2:25][N:22]1[CH2:23][CH2:24][CH:19]([CH2:18][N:4]2[C:3](=[O:2])[NH:11][C:10]3[C:5]2=[N:6][C:7]([O:13][CH2:14][CH2:15][O:16][CH3:17])=[N:8][C:9]=3[NH2:12])[CH2:20][CH2:21]1)=[O:36]. The catalyst class is: 5. (2) Reactant: [F:1][C:2]1[CH:3]=[C:4]([N:9]2[C:14](=[O:15])[C:13]([CH3:16])=[C:12]([NH:17][C:18]3[CH:23]=[CH:22][CH:21]=[CH:20][CH:19]=3)[N:11]=[CH:10]2)[CH:5]=[CH:6][C:7]=1[OH:8].Cl[C:25]1[C:34]2[C:29](=[CH:30][C:31]([O:37][CH2:38][CH2:39][CH2:40][N:41]3[CH2:46][CH2:45][O:44][CH2:43][CH2:42]3)=[C:32]([O:35][CH3:36])[CH:33]=2)[N:28]=[CH:27][CH:26]=1. Product: [F:1][C:2]1[CH:3]=[C:4]([N:9]2[C:14](=[O:15])[C:13]([CH3:16])=[C:12]([NH:17][C:18]3[CH:23]=[CH:22][CH:21]=[CH:20][CH:19]=3)[N:11]=[CH:10]2)[CH:5]=[CH:6][C:7]=1[O:8][C:25]1[C:34]2[C:29](=[CH:30][C:31]([O:37][CH2:38][CH2:39][CH2:40][N:41]3[CH2:42][CH2:43][O:44][CH2:45][CH2:46]3)=[C:32]([O:35][CH3:36])[CH:33]=2)[N:28]=[CH:27][CH:26]=1. The catalyst class is: 142.